Dataset: Reaction yield outcomes from USPTO patents with 853,638 reactions. Task: Predict the reaction yield, written as a fraction of the theoretical maximum amount of product (1.0 means a 100% yield; for example, 0.34 means a 34% yield). (1) The reactants are C[Si]([N-][Si](C)(C)C)(C)C.[Na+].[NH2:11][C:12]1[N:16](C(OC(C)(C)C)=O)[N:15]=[C:14]([CH2:24][CH2:25][C:26]2[CH:31]=[C:30]([O:32][CH3:33])[CH:29]=[C:28]([O:34][CH3:35])[CH:27]=2)[CH:13]=1.[CH3:36][N:37]1[CH2:42][CH2:41][N:40]([C:43]2[N:48]=[CH:47][C:46]([C:49](OC)=[O:50])=[CH:45][N:44]=2)[CH2:39][CH2:38]1. The catalyst is C1COCC1. The product is [CH3:33][O:32][C:30]1[CH:31]=[C:26]([CH2:25][CH2:24][C:14]2[CH:13]=[C:12]([NH:11][C:49]([C:46]3[CH:47]=[N:48][C:43]([N:40]4[CH2:41][CH2:42][N:37]([CH3:36])[CH2:38][CH2:39]4)=[N:44][CH:45]=3)=[O:50])[NH:16][N:15]=2)[CH:27]=[C:28]([O:34][CH3:35])[CH:29]=1. The yield is 0.00633. (2) The reactants are [BH4-].[Na+].C(N)CN.[CH3:7][O:8][C:9](=[O:25])[CH2:10][CH2:11][CH2:12][C:13]#[C:14][CH2:15][N:16]1[C:21](=[O:22])[CH2:20][CH2:19][CH2:18][C@@H:17]1[CH2:23][OH:24].[H][H]. The catalyst is C(O)C.[Ni](Cl)Cl. The product is [CH3:7][O:8][C:9](=[O:25])[CH2:10][CH2:11][CH2:12][CH:13]=[CH:14][CH2:15][N:16]1[C:21](=[O:22])[CH2:20][CH2:19][CH2:18][C@@H:17]1[CH2:23][OH:24]. The yield is 0.380.